From a dataset of TCR-epitope binding with 47,182 pairs between 192 epitopes and 23,139 TCRs. Binary Classification. Given a T-cell receptor sequence (or CDR3 region) and an epitope sequence, predict whether binding occurs between them. The epitope is LLFGYPVYV. The TCR CDR3 sequence is CASSLAGGGEQYF. Result: 0 (the TCR does not bind to the epitope).